From a dataset of Forward reaction prediction with 1.9M reactions from USPTO patents (1976-2016). Predict the product of the given reaction. (1) Given the reactants COC1C=CC(C([NH:24][C:25]2[N:30]([CH3:31])[C:29](=[O:32])[C:28]([CH3:34])([CH3:33])[C@:27]([C:36]3[CH:41]=[C:40](Br)[CH:39]=[CH:38][C:37]=3[F:43])([CH3:35])[N:26]=2)(C2C=CC(OC)=CC=2)C2C=CC=CC=2)=CC=1.[NH2:44][C:45]1[CH:52]=[CH:51][C:48]([C:49]#[N:50])=[CH:47][C:46]=1[F:53], predict the reaction product. The product is: [NH2:24][C:25]1[N:30]([CH3:31])[C:29](=[O:32])[C:28]([CH3:33])([CH3:34])[C@:27]([C:36]2[CH:41]=[C:40]([NH:44][C:45]3[CH:52]=[CH:51][C:48]([C:49]#[N:50])=[CH:47][C:46]=3[F:53])[CH:39]=[CH:38][C:37]=2[F:43])([CH3:35])[N:26]=1. (2) Given the reactants [N+:1]([C:4]1[CH:5]=[C:6]([CH:10]([C:22]2[C:31]([OH:32])=[C:30]3[C:25]([CH:26]=[CH:27][CH:28]=[N:29]3)=[C:24]([Cl:33])[CH:23]=2)[NH:11][C:12](=[O:21])[CH2:13][O:14][C:15]2[CH:20]=[CH:19][CH:18]=[CH:17][CH:16]=2)[CH:7]=[CH:8][CH:9]=1)([O-])=O, predict the reaction product. The product is: [NH2:1][C:4]1[CH:5]=[C:6]([CH:10]([C:22]2[C:31]([OH:32])=[C:30]3[C:25]([CH:26]=[CH:27][CH:28]=[N:29]3)=[C:24]([Cl:33])[CH:23]=2)[NH:11][C:12](=[O:21])[CH2:13][O:14][C:15]2[CH:16]=[CH:17][CH:18]=[CH:19][CH:20]=2)[CH:7]=[CH:8][CH:9]=1. (3) Given the reactants Cl[C:2]1[C:3]2[C:4](=[CH:12][N:13](CC3C=CC(OC)=CC=3)[N:14]=2)[C:5]2[C:10]([CH3:11])=[N:9][S:8][C:6]=2[N:7]=1.[CH3:24][O:25][C:26]1[CH:27]=[C:28]([CH:30]=[CH:31][C:32]=1[O:33][CH3:34])[NH2:29].Cl, predict the reaction product. The product is: [CH3:24][O:25][C:26]1[CH:27]=[C:28]([NH:29][C:2]2[C:3]3[C:4](=[CH:12][NH:13][N:14]=3)[C:5]3[C:10]([CH3:11])=[N:9][S:8][C:6]=3[N:7]=2)[CH:30]=[CH:31][C:32]=1[O:33][CH3:34]. (4) Given the reactants [CH3:1][O:2][CH2:3][CH2:4][O:5][C:6]1[CH:7]=[C:8]([C:16]2[N:20]([CH:21]3[CH2:26][CH2:25][CH2:24][CH2:23][O:22]3)[N:19]=[C:18]([CH3:27])[C:17]=2[CH2:28][OH:29])[CH:9]=[C:10]([C:12]([F:15])([F:14])[F:13])[CH:11]=1, predict the reaction product. The product is: [CH3:1][O:2][CH2:3][CH2:4][O:5][C:6]1[CH:7]=[C:8]([C:16]2[N:20]([CH:21]3[CH2:26][CH2:25][CH2:24][CH2:23][O:22]3)[N:19]=[C:18]([CH3:27])[C:17]=2[CH:28]=[O:29])[CH:9]=[C:10]([C:12]([F:13])([F:15])[F:14])[CH:11]=1.